From a dataset of Catalyst prediction with 721,799 reactions and 888 catalyst types from USPTO. Predict which catalyst facilitates the given reaction. (1) Reactant: C(Cl)(=O)C(Cl)=O.[C:7]([C:11]1[CH:16]=[CH:15][C:14]([S:17]([NH:20][CH2:21][C:22]2[CH:30]=[CH:29][C:25]([C:26]([OH:28])=O)=[CH:24][CH:23]=2)(=[O:19])=[O:18])=[CH:13][CH:12]=1)([CH3:10])([CH3:9])[CH3:8].[Br:31][C:32]1[N:37]=[CH:36][C:35]([NH2:38])=[CH:34][CH:33]=1. Product: [Br:31][C:32]1[N:37]=[CH:36][C:35]([NH:38][C:26](=[O:28])[C:25]2[CH:29]=[CH:30][C:22]([CH2:21][NH:20][S:17]([C:14]3[CH:13]=[CH:12][C:11]([C:7]([CH3:10])([CH3:9])[CH3:8])=[CH:16][CH:15]=3)(=[O:18])=[O:19])=[CH:23][CH:24]=2)=[CH:34][CH:33]=1. The catalyst class is: 198. (2) Reactant: [Cl:1][C:2]1[CH:7]=[CH:6][C:5]([C:8](=[O:10])[CH3:9])=[CH:4][C:3]=1[CH3:11].[H-].[Na+].[C:14](=O)([O:18]CC)[O:15][CH2:16][CH3:17].Cl. Product: [Cl:1][C:2]1[CH:7]=[CH:6][C:5]([C:8](=[O:10])[CH2:9][C:14]([O:15][CH2:16][CH3:17])=[O:18])=[CH:4][C:3]=1[CH3:11]. The catalyst class is: 6. (3) Reactant: C(N(CC)CC)C.[OH:8][N:9]=[C:10](Cl)[C:11]1[CH:12]=[N:13][CH:14]=[CH:15][CH:16]=1.[C:18]([O:22][CH3:23])(=[O:21])[CH:19]=[CH2:20]. Product: [N:13]1[CH:14]=[CH:15][CH:16]=[C:11]([C:10]2[CH2:20][CH:19]([C:18]([O:22][CH3:23])=[O:21])[O:8][N:9]=2)[CH:12]=1. The catalyst class is: 8.